Dataset: Reaction yield outcomes from USPTO patents with 853,638 reactions. Task: Predict the reaction yield, written as a fraction of the theoretical maximum amount of product (1.0 means a 100% yield; for example, 0.34 means a 34% yield). The reactants are C(OC([N:8](C(OC(C)(C)C)=O)[C:9]1[N:14]=[C:13]([CH2:15][C@@H:16]2[C@H:20]([O:21][CH2:22][CH2:23][NH:24][CH2:25][C:26]3[CH:31]=[CH:30][CH:29]=[CH:28][C:27]=3[F:32])[CH2:19][N:18](C(OC(C)(C)C)=O)[CH2:17]2)[CH:12]=[C:11]([CH3:40])[CH:10]=1)=O)(C)(C)C.Cl. The catalyst is CO. The product is [F:32][C:27]1[CH:28]=[CH:29][CH:30]=[CH:31][C:26]=1[CH2:25][NH:24][CH2:23][CH2:22][O:21][C@@H:20]1[CH2:19][NH:18][CH2:17][C@@H:16]1[CH2:15][C:13]1[N:14]=[C:9]([NH2:8])[CH:10]=[C:11]([CH3:40])[CH:12]=1. The yield is 0.970.